From a dataset of Catalyst prediction with 721,799 reactions and 888 catalyst types from USPTO. Predict which catalyst facilitates the given reaction. (1) Reactant: [O:1]=[CH:2][C@@H:3]([C@H:5]([C@H:7]([CH2:9][OH:10])[OH:8])[OH:6])[OH:4]. Product: [O:1]=[CH:2][C@H:3]([C@@H:5]([C@@H:7]([CH2:9][OH:10])[OH:8])[OH:6])[OH:4]. The catalyst class is: 8. (2) Product: [Cl:1][C:2]1[CH:3]=[CH:4][C:5]([NH:8][C:9]([C:11]2[O:12][C:13]3[CH:31]=[CH:30][CH:29]=[CH:28][C:14]=3[C:15]=2[NH:16][C:17]([C@H:19]2[CH2:24][CH2:23][C@H:22]([C:25]([N:34]([CH3:35])[CH3:33])=[O:26])[CH2:21][CH2:20]2)=[O:18])=[O:10])=[N:6][CH:7]=1. Reactant: [Cl:1][C:2]1[CH:3]=[CH:4][C:5]([NH:8][C:9]([C:11]2[O:12][C:13]3[CH:31]=[CH:30][CH:29]=[CH:28][C:14]=3[C:15]=2[NH:16][C:17]([C@H:19]2[CH2:24][CH2:23][C@H:22]([C:25](O)=[O:26])[CH2:21][CH2:20]2)=[O:18])=[O:10])=[N:6][CH:7]=1.Cl.[CH3:33][NH:34][CH3:35].ON1C2C=CC=CC=2N=N1.Cl.C(N=C=NCCCN(C)C)C. The catalyst class is: 17. (3) Reactant: [CH3:1][O:2][C:3]1[C:4]([CH3:34])=[C:5]([C@H:9]2[C:15]3[CH:16]=[C:17]([CH3:20])[CH:18]=[CH:19][C:14]=3[N:13]3[C:21]([C:24]([F:27])([F:26])[F:25])=[N:22][N:23]=[C:12]3[C@H:11]([CH2:28][C:29]([O:31]CC)=[O:30])[O:10]2)[CH:6]=[CH:7][CH:8]=1.O.Cl. Product: [CH3:1][O:2][C:3]1[C:4]([CH3:34])=[C:5]([C@H:9]2[C:15]3[CH:16]=[C:17]([CH3:20])[CH:18]=[CH:19][C:14]=3[N:13]3[C:21]([C:24]([F:27])([F:26])[F:25])=[N:22][N:23]=[C:12]3[C@H:11]([CH2:28][C:29]([OH:31])=[O:30])[O:10]2)[CH:6]=[CH:7][CH:8]=1. The catalyst class is: 12. (4) Reactant: [CH:1](N(CC)C(C)C)([CH3:3])[CH3:2].[F:10][C:11]1[CH:16]=[CH:15][C:14]([CH:17]2[CH2:19][CH:18]2[NH:20][C:21]2[C:22]3[N:36]=[N:35][N:34]([CH:37]4[CH2:41][CH:40]([CH2:42][OH:43])[CH:39]([OH:44])[CH:38]4[OH:45])[C:23]=3[N:24]=[C:25]([S:27][CH2:28][CH2:29][C:30](F)(F)F)[N:26]=2)=[CH:13][CH:12]=1. Product: [F:10][C:11]1[CH:12]=[CH:13][C:14]([CH:17]2[CH2:19][CH:18]2[NH:20][C:21]2[C:22]3[N:36]=[N:35][N:34]([CH:37]4[CH:38]5[O:45][C:1]([CH3:3])([CH3:2])[O:44][CH:39]5[CH:40]([CH2:42][OH:43])[CH2:41]4)[C:23]=3[N:24]=[C:25]([S:27][CH2:28][CH2:29][CH3:30])[N:26]=2)=[CH:15][CH:16]=1. The catalyst class is: 4. (5) Reactant: [CH3:1][C:2]1[C:6]([C:7]2[CH:19]=[C:18]([C:20]([NH2:22])=[O:21])[C:17]3[C:16]4[C:11](=[CH:12][CH:13]=[C:14]([C:23]([N:25]5[CH2:30][C@H:29]([CH3:31])[O:28][C@H:27]([CH3:32])[CH2:26]5)=[O:24])[CH:15]=4)[NH:10][C:9]=3[CH:8]=2)=[C:5]([CH3:33])[O:4][N:3]=1.C(=O)([O-])[O-].[K+].[K+].C1OCCOCCOCCOCCOCCOC1.Br[CH2:59][CH:60]1[CH2:63][CH2:62][CH2:61]1. Product: [CH:60]1([CH2:59][N:10]2[C:9]3[CH:8]=[C:7]([C:6]4[C:2]([CH3:1])=[N:3][O:4][C:5]=4[CH3:33])[CH:19]=[C:18]([C:20]([NH2:22])=[O:21])[C:17]=3[C:16]3[C:11]2=[CH:12][CH:13]=[C:14]([C:23]([N:25]2[CH2:26][C@H:27]([CH3:32])[O:28][C@H:29]([CH3:31])[CH2:30]2)=[O:24])[CH:15]=3)[CH2:63][CH2:62][CH2:61]1. The catalyst class is: 21. (6) Reactant: [NH2:1][C:2]1[C:3]([O:12][CH3:13])=[CH:4][C:5]([Cl:11])=[C:6]([CH:10]=1)[C:7]([O-:9])=[O:8].[K+].[N:15]([O-])=O.[Na+].O.O.[Sn](Cl)Cl. Product: [ClH:11].[Cl:11][C:5]1[CH:4]=[C:3]([O:12][CH3:13])[C:2]([NH:1][NH2:15])=[CH:10][C:6]=1[C:7]([OH:9])=[O:8]. The catalyst class is: 126.